Dataset: NCI-60 drug combinations with 297,098 pairs across 59 cell lines. Task: Regression. Given two drug SMILES strings and cell line genomic features, predict the synergy score measuring deviation from expected non-interaction effect. (1) Drug 1: CCC1(CC2CC(C3=C(CCN(C2)C1)C4=CC=CC=C4N3)(C5=C(C=C6C(=C5)C78CCN9C7C(C=CC9)(C(C(C8N6C=O)(C(=O)OC)O)OC(=O)C)CC)OC)C(=O)OC)O.OS(=O)(=O)O. Drug 2: CCN(CC)CCCC(C)NC1=C2C=C(C=CC2=NC3=C1C=CC(=C3)Cl)OC. Cell line: T-47D. Synergy scores: CSS=0.419, Synergy_ZIP=0.161, Synergy_Bliss=0.206, Synergy_Loewe=-5.00, Synergy_HSA=-3.54. (2) Drug 1: C1=CC(=CC=C1C#N)C(C2=CC=C(C=C2)C#N)N3C=NC=N3. Drug 2: C1CN(P(=O)(OC1)NCCCl)CCCl. Cell line: T-47D. Synergy scores: CSS=-3.66, Synergy_ZIP=0.674, Synergy_Bliss=-2.47, Synergy_Loewe=-7.30, Synergy_HSA=-5.12. (3) Drug 1: CC1C(C(CC(O1)OC2CC(CC3=C2C(=C4C(=C3O)C(=O)C5=C(C4=O)C(=CC=C5)OC)O)(C(=O)C)O)N)O.Cl. Drug 2: CC=C1C(=O)NC(C(=O)OC2CC(=O)NC(C(=O)NC(CSSCCC=C2)C(=O)N1)C(C)C)C(C)C. Cell line: HL-60(TB). Synergy scores: CSS=53.7, Synergy_ZIP=-0.820, Synergy_Bliss=-3.84, Synergy_Loewe=-4.96, Synergy_HSA=-2.87. (4) Drug 1: C1=CC(=CC=C1CC(C(=O)O)N)N(CCCl)CCCl.Cl. Drug 2: C1=CN(C(=O)N=C1N)C2C(C(C(O2)CO)O)O.Cl. Cell line: A498. Synergy scores: CSS=17.7, Synergy_ZIP=-6.14, Synergy_Bliss=-3.45, Synergy_Loewe=-26.0, Synergy_HSA=-5.22. (5) Drug 1: CCCS(=O)(=O)NC1=C(C(=C(C=C1)F)C(=O)C2=CNC3=C2C=C(C=N3)C4=CC=C(C=C4)Cl)F. Drug 2: C1=NC2=C(N=C(N=C2N1C3C(C(C(O3)CO)O)O)F)N. Cell line: NCI-H460. Synergy scores: CSS=-2.32, Synergy_ZIP=0.774, Synergy_Bliss=-0.393, Synergy_Loewe=-0.685, Synergy_HSA=-2.18. (6) Drug 1: CC(C1=C(C=CC(=C1Cl)F)Cl)OC2=C(N=CC(=C2)C3=CN(N=C3)C4CCNCC4)N. Drug 2: CC(CN1CC(=O)NC(=O)C1)N2CC(=O)NC(=O)C2. Cell line: TK-10. Synergy scores: CSS=12.0, Synergy_ZIP=-3.13, Synergy_Bliss=0.988, Synergy_Loewe=0.997, Synergy_HSA=0.974. (7) Drug 1: CC1=CC=C(C=C1)C2=CC(=NN2C3=CC=C(C=C3)S(=O)(=O)N)C(F)(F)F. Drug 2: CC1=C(C=C(C=C1)C(=O)NC2=CC(=CC(=C2)C(F)(F)F)N3C=C(N=C3)C)NC4=NC=CC(=N4)C5=CN=CC=C5. Cell line: LOX IMVI. Synergy scores: CSS=1.83, Synergy_ZIP=2.96, Synergy_Bliss=3.78, Synergy_Loewe=-0.284, Synergy_HSA=0.0317. (8) Drug 1: CC(CN1CC(=O)NC(=O)C1)N2CC(=O)NC(=O)C2. Drug 2: C1=C(C(=O)NC(=O)N1)F. Cell line: MDA-MB-435. Synergy scores: CSS=26.7, Synergy_ZIP=-6.28, Synergy_Bliss=-7.02, Synergy_Loewe=-9.94, Synergy_HSA=-4.40.